Dataset: Peptide-MHC class I binding affinity with 185,985 pairs from IEDB/IMGT. Task: Regression. Given a peptide amino acid sequence and an MHC pseudo amino acid sequence, predict their binding affinity value. This is MHC class I binding data. The MHC is HLA-A02:01 with pseudo-sequence HLA-A02:01. The binding affinity (normalized) is 0. The peptide sequence is LQLFLRATT.